From a dataset of Peptide-MHC class I binding affinity with 185,985 pairs from IEDB/IMGT. Regression. Given a peptide amino acid sequence and an MHC pseudo amino acid sequence, predict their binding affinity value. This is MHC class I binding data. (1) The peptide sequence is VPRPRFSAL. The MHC is HLA-B07:02 with pseudo-sequence HLA-B07:02. The binding affinity (normalized) is 0.898. (2) The peptide sequence is MFIIKYFKK. The MHC is HLA-A03:01 with pseudo-sequence HLA-A03:01. The binding affinity (normalized) is 0.0847. (3) The peptide sequence is SFKKNGAIK. The MHC is HLA-A30:01 with pseudo-sequence HLA-A30:01. The binding affinity (normalized) is 0.457. (4) The peptide sequence is IVTDFSVIK. The MHC is HLA-B53:01 with pseudo-sequence HLA-B53:01. The binding affinity (normalized) is 0.354.